Dataset: Full USPTO retrosynthesis dataset with 1.9M reactions from patents (1976-2016). Task: Predict the reactants needed to synthesize the given product. (1) The reactants are: [S:1]1[C:5]([C:6]2[O:10]C(=O)C3(CCCC3)N=2)=[CH:4][C:3]2[CH:16]=[CH:17][CH:18]=[CH:19][C:2]1=2.Cl.[O:21]1CCOCC1.C(C1(C(O)=O)CCCCC1N)(OC(C)(C)C)=O. Given the product [S:1]1[C:5]([C:6]([OH:10])=[O:21])=[CH:4][C:3]2[CH:16]=[CH:17][CH:18]=[CH:19][C:2]1=2, predict the reactants needed to synthesize it. (2) Given the product [N+:11]([C:8]1[CH:9]=[CH:10][C:5]2[S:4][N:3]=[C:2]([NH:1][C:28]([CH:25]3[CH2:24][CH2:23][N:22]([C:18]4[CH:19]=[CH:20][CH:21]=[C:16]([C:15]([F:32])([F:14])[F:31])[CH:17]=4)[CH2:27][CH2:26]3)=[O:29])[C:6]=2[CH:7]=1)([O-:13])=[O:12], predict the reactants needed to synthesize it. The reactants are: [NH2:1][C:2]1[C:6]2[CH:7]=[C:8]([N+:11]([O-:13])=[O:12])[CH:9]=[CH:10][C:5]=2[S:4][N:3]=1.[F:14][C:15]([F:32])([F:31])[C:16]1[CH:17]=[C:18]([N:22]2[CH2:27][CH2:26][CH:25]([C:28](O)=[O:29])[CH2:24][CH2:23]2)[CH:19]=[CH:20][CH:21]=1. (3) Given the product [CH2:14]([C:16]1[CH:17]=[CH:18][C:19]([O:22][CH3:23])=[C:20]([C:27]([C:29]2[CH:34]=[CH:33][CH:32]=[CH:31][N:30]=2)=[O:28])[CH:21]=1)[CH3:15], predict the reactants needed to synthesize it. The reactants are: CN(C)CCN(C)C.C([Li])CCC.[CH2:14]([C:16]1[CH:21]=[CH:20][C:19]([O:22][CH3:23])=[CH:18][CH:17]=1)[CH3:15].CON(C)[C:27]([C:29]1[CH:34]=[CH:33][CH:32]=[CH:31][N:30]=1)=[O:28]. (4) Given the product [F:1][C:2]1[CH:3]=[CH:4][C:5]([CH2:6][O:7][C:8]2[CH:13]=[CH:12][C:11]([CH:14]([O:19][CH2:24][O:25][CH2:26][CH2:27][O:28][CH3:29])[C:15]([O:17][CH3:18])=[O:16])=[CH:10][CH:9]=2)=[CH:20][CH:21]=1, predict the reactants needed to synthesize it. The reactants are: [F:1][C:2]1[CH:21]=[CH:20][C:5]([CH2:6][O:7][C:8]2[CH:13]=[CH:12][C:11]([CH:14]([OH:19])[C:15]([O:17][CH3:18])=[O:16])=[CH:10][CH:9]=2)=[CH:4][CH:3]=1.[H-].[Na+].[CH3:24][O:25][CH2:26][CH2:27][O:28][CH2:29]Cl.O. (5) Given the product [Br:33][C:34]1[CH:35]=[C:36]([CH:40]=[CH:41][CH:42]=1)[C:37]([NH:1][C:2]1[CH:7]=[CH:6][CH:5]=[C:4]([NH:8][C:9]2[CH:24]=[C:13]3[C:14]4[C:19]([CH2:20][CH2:21][N:12]3[C:11](=[O:25])[N:10]=2)=[CH:18][C:17]([O:22][CH3:23])=[CH:16][CH:15]=4)[CH:3]=1)=[O:38], predict the reactants needed to synthesize it. The reactants are: [NH2:1][C:2]1[CH:3]=[C:4]([NH:8][C:9]2[CH:24]=[C:13]3[C:14]4[C:19]([CH2:20][CH2:21][N:12]3[C:11](=[O:25])[N:10]=2)=[CH:18][C:17]([O:22][CH3:23])=[CH:16][CH:15]=4)[CH:5]=[CH:6][CH:7]=1.C(N(CC)CC)C.[Br:33][C:34]1[CH:35]=[C:36]([CH:40]=[CH:41][CH:42]=1)[C:37](Cl)=[O:38]. (6) Given the product [ClH:27].[CH2:1]([C:3]1[C:13]2[O:12][CH2:11][CH2:10][NH:9][CH2:8][C:7]=2[CH:6]=[CH:5][CH:4]=1)[CH3:2], predict the reactants needed to synthesize it. The reactants are: [CH2:1]([C:3]1[C:13]2[O:12][CH2:11][CH2:10][N:9](C(OC(C)(C)C)=O)[CH2:8][C:7]=2[CH:6]=[CH:5][CH:4]=1)[CH3:2].C(OCC)(=O)C.[ClH:27]. (7) Given the product [Cl:17][C:10]1[CH:9]=[C:8]([C:18](=[O:20])[CH3:19])[C:7]([N:32]2[CH2:33][CH2:34][CH:29]([C:23]3[CH:28]=[CH:27][CH:26]=[CH:25][CH:24]=3)[CH2:30][CH2:31]2)=[C:16]2[C:11]=1[CH:12]=[CH:13][CH:14]=[N:15]2, predict the reactants needed to synthesize it. The reactants are: FC(F)(F)S(O[C:7]1[C:8]([C:18](=[O:20])[CH3:19])=[CH:9][C:10]([Cl:17])=[C:11]2[C:16]=1[N:15]=[CH:14][CH:13]=[CH:12]2)(=O)=O.[C:23]1([CH:29]2[CH2:34][CH2:33][NH:32][CH2:31][CH2:30]2)[CH:28]=[CH:27][CH:26]=[CH:25][CH:24]=1.C1C=CC(P(C2C=CC3C(=CC=CC=3)C=2C2C3C(=CC=CC=3)C=CC=2P(C2C=CC=CC=2)C2C=CC=CC=2)C2C=CC=CC=2)=CC=1.C(=O)([O-])[O-].[Cs+].[Cs+]. (8) Given the product [CH3:22][C:7]1[C:8]([NH:12][C:13](=[O:21])[CH2:14][CH:15]2[CH2:20][CH2:19][CH2:18][CH2:17][CH2:16]2)=[C:9]2[C:4](=[CH:5][CH:6]=1)[N:3]=[C:2]([N:23]1[CH2:28][CH2:27][NH:26][CH2:25][CH2:24]1)[CH:11]=[CH:10]2, predict the reactants needed to synthesize it. The reactants are: Cl[C:2]1[CH:11]=[CH:10][C:9]2[C:4](=[CH:5][CH:6]=[C:7]([CH3:22])[C:8]=2[NH:12][C:13](=[O:21])[CH2:14][CH:15]2[CH2:20][CH2:19][CH2:18][CH2:17][CH2:16]2)[N:3]=1.[NH:23]1[CH2:28][CH2:27][NH:26][CH2:25][CH2:24]1.